The task is: Predict which catalyst facilitates the given reaction.. This data is from Catalyst prediction with 721,799 reactions and 888 catalyst types from USPTO. (1) Reactant: [C:1]([O:5][C:6]([N:8]1[CH2:13][CH2:12][CH:11]([OH:14])[CH2:10][CH2:9]1)=[O:7])([CH3:4])([CH3:3])[CH3:2].[H-].[Na+].F[C:18]1[CH:19]=[C:20]2[C:25](=[CH:26][C:27]=1[C:28]1[CH:33]=[CH:32][CH:31]=[CH:30][CH:29]=1)[C:24](=[O:34])[N:23]([CH2:35][C:36]1[CH:41]=[CH:40][C:39]([O:42][CH3:43])=[CH:38][CH:37]=1)[CH:22]=[CH:21]2. Product: [C:1]([O:5][C:6]([N:8]1[CH2:13][CH2:12][CH:11]([O:14][C:18]2[CH:19]=[C:20]3[C:25](=[CH:26][C:27]=2[C:28]2[CH:29]=[CH:30][CH:31]=[CH:32][CH:33]=2)[C:24](=[O:34])[N:23]([CH2:35][C:36]2[CH:37]=[CH:38][C:39]([O:42][CH3:43])=[CH:40][CH:41]=2)[CH:22]=[CH:21]3)[CH2:10][CH2:9]1)=[O:7])([CH3:4])([CH3:2])[CH3:3]. The catalyst class is: 44. (2) Reactant: CC1(C)CCCC(C)(C)N1.C([Li])CCC.[F:16][C:17]1[CH:22]=[CH:21][C:20]([CH2:23][C:24]([CH3:27])([CH3:26])[CH3:25])=[CH:19][N:18]=1.[Si:28]([O:35][C:36]1([CH2:41]/[CH:42]=[N:43]/[S:44]([C:46]([CH3:49])([CH3:48])[CH3:47])=[O:45])[CH2:39][CH:38]([CH3:40])[CH2:37]1)([C:31]([CH3:34])([CH3:33])[CH3:32])([CH3:30])[CH3:29].[NH4+].[Cl-]. Product: [Si:28]([O:35][C:36]1([CH2:41][C@H:42]([NH:43][S:44]([C:46]([CH3:47])([CH3:49])[CH3:48])=[O:45])[C:22]2[C:17]([F:16])=[N:18][CH:19]=[C:20]([CH2:23][C:24]([CH3:27])([CH3:26])[CH3:25])[CH:21]=2)[CH2:39][CH:38]([CH3:40])[CH2:37]1)([C:31]([CH3:34])([CH3:32])[CH3:33])([CH3:30])[CH3:29]. The catalyst class is: 1. (3) Reactant: [Cl:1][C:2]1[C:10]2[N:9]=[C:8]([NH:11][C:12]3[CH:17]=[CH:16][C:15]([O:18][CH3:19])=[CH:14][C:13]=3[Cl:20])[N:7]([CH2:21][CH2:22][CH2:23][CH2:24]O)[C:6]=2[C:5](C(OC)=O)=[CH:4][CH:3]=1.[CH2:30](N(CC)CC)C.CS(Cl)(=O)=O.[C:42](=[O:45])([O-])[O-:43].[K+].[K+]. Product: [Cl:1][C:2]1[CH:3]=[CH:4][C:5]([C:42]([O:43][CH3:30])=[O:45])=[C:6]2[C:10]=1[N:9]=[C:8]1[N:11]([C:12]3[CH:17]=[CH:16][C:15]([O:18][CH3:19])=[CH:14][C:13]=3[Cl:20])[CH2:24][CH2:23][CH2:22][CH2:21][N:7]21. The catalyst class is: 54. (4) Reactant: Cl[C:2]1[C:7]2[N:8]([CH2:15][C:16]3[N:24]([CH2:25][CH2:26][CH:27]([CH3:29])[CH3:28])[C:19]4=[N:20][CH:21]=[CH:22][CH:23]=[C:18]4[N:17]=3)[C:9](=[O:14])[N:10]([CH:11]([CH3:13])[CH3:12])[C:6]=2[CH:5]=[CH:4][N:3]=1.[C:30]([Zn]C#N)#[N:31]. Product: [CH2:25]([N:24]1[C:19]2=[N:20][CH:21]=[CH:22][CH:23]=[C:18]2[N:17]=[C:16]1[CH2:15][N:8]1[C:7]2[C:2]([C:30]#[N:31])=[N:3][CH:4]=[CH:5][C:6]=2[N:10]([CH:11]([CH3:13])[CH3:12])[C:9]1=[O:14])[CH2:26][CH:27]([CH3:29])[CH3:28]. The catalyst class is: 3.